Dataset: Reaction yield outcomes from USPTO patents with 853,638 reactions. Task: Predict the reaction yield, written as a fraction of the theoretical maximum amount of product (1.0 means a 100% yield; for example, 0.34 means a 34% yield). (1) The yield is 0.740. The product is [ClH:1].[CH3:5][O:4][N:3]([CH3:2])[C:9](=[O:10])[C:8]1[CH:12]=[C:13]([Br:16])[CH:14]=[N:15][C:7]=1[NH2:6]. The reactants are [ClH:1].[CH3:2][NH:3][O:4][CH3:5].[NH2:6][C:7]1[N:15]=[CH:14][C:13]([Br:16])=[CH:12][C:8]=1[C:9](O)=[O:10].CN1CCOCC1.C1CN([P+](ON2N=NC3C=CC=CC2=3)(N2CCCC2)N2CCCC2)CC1.F[P-](F)(F)(F)(F)F. The catalyst is ClCCl. (2) The product is [F:7][C:8]1[CH:15]=[CH:14][C:13]([NH:16][CH:17]2[CH2:22][CH2:21][CH2:20][N:19]([C:23]3[CH:28]=[CH:27][C:26]([C:29]4[CH:34]=[CH:33][CH:32]=[CH:31][C:30]=4[S:35]([CH3:38])(=[O:37])=[O:36])=[CH:25][C:24]=3[F:39])[C:18]2=[O:40])=[CH:12][C:9]=1[C:10]([NH:42][OH:46])=[NH:11]. The reactants are C([O-])([O-])=O.[K+].[K+].[F:7][C:8]1[CH:15]=[CH:14][C:13]([NH:16][CH:17]2[CH2:22][CH2:21][CH2:20][N:19]([C:23]3[CH:28]=[CH:27][C:26]([C:29]4[CH:34]=[CH:33][CH:32]=[CH:31][C:30]=4[S:35]([CH3:38])(=[O:37])=[O:36])=[CH:25][C:24]=3[F:39])[C:18]2=[O:40])=[CH:12][C:9]=1[C:10]#[N:11].C[N:42](C=O)C.[OH2:46]. The catalyst is O. The yield is 0.720. (3) The reactants are [Cl:1][C:2]1[CH:3]=[C:4]([NH:9][C:10]2[N:14]=[C:13]([N:15](CC3C=CC(OC)=CC=3)[CH3:16])[N:12](CC3C=CC(OC)=CC=3)[N:11]=2)[CH:5]=[C:6]([Cl:8])[CH:7]=1.C(O)(C(F)(F)F)=O. The yield is 0.410. No catalyst specified. The product is [Cl:1][C:2]1[CH:3]=[C:4]([NH:9][C:10]2[N:14]=[C:13]([NH:15][CH3:16])[NH:12][N:11]=2)[CH:5]=[C:6]([Cl:8])[CH:7]=1. (4) The reactants are [Li+].[OH-].C[O:4][C:5](=[O:18])[C:6]1[CH:11]=[CH:10][C:9]([N:12]2[CH2:17][CH2:16][O:15][CH2:14][CH2:13]2)=[CH:8][CH:7]=1.O.Cl. The catalyst is C1COCC1.O. The product is [N:12]1([C:9]2[CH:8]=[CH:7][C:6]([C:5]([OH:18])=[O:4])=[CH:11][CH:10]=2)[CH2:13][CH2:14][O:15][CH2:16][CH2:17]1. The yield is 0.860. (5) The reactants are [CH3:1][O:2][C:3]1[CH:4]=[C:5]2[C:10](=[CH:11][C:12]=1[O:13][CH3:14])[N:9]=[CH:8][N:7]=[C:6]2[O:15][C:16]1[CH:17]=[C:18]([CH:20]=[CH:21][C:22]=1[F:23])[NH2:19].[F:24][C:25]([F:45])([F:44])[C:26]([C:29]1[O:33][N:32]=[C:31]([NH:34][C:35](=O)[O:36]C2C=CC=CC=2)[CH:30]=1)([CH3:28])[CH3:27]. The catalyst is C1COCC1.CN(C)C1C=CN=CC=1. The product is [CH3:1][O:2][C:3]1[CH:4]=[C:5]2[C:10](=[CH:11][C:12]=1[O:13][CH3:14])[N:9]=[CH:8][N:7]=[C:6]2[O:15][C:16]1[CH:17]=[C:18]([NH:19][C:35]([NH:34][C:31]2[CH:30]=[C:29]([C:26]([CH3:28])([CH3:27])[C:25]([F:45])([F:44])[F:24])[O:33][N:32]=2)=[O:36])[CH:20]=[CH:21][C:22]=1[F:23]. The yield is 0.140. (6) The reactants are F[C:2]1[CH:7]=[C:6]([C:8]([F:11])([F:10])[F:9])[CH:5]=[C:4]([N+:12]([O-:14])=[O:13])[CH:3]=1.C([O-])([O-])=O.[K+].[K+].[CH3:21][C:22]1[CH:23]=[N:24][NH:25][CH:26]=1. The catalyst is CN(C=O)C. The product is [CH3:21][C:22]1[CH:23]=[N:24][N:25]([C:2]2[CH:7]=[C:6]([C:8]([F:11])([F:10])[F:9])[CH:5]=[C:4]([N+:12]([O-:14])=[O:13])[CH:3]=2)[CH:26]=1. The yield is 0.702.